The task is: Predict the product of the given reaction.. This data is from Forward reaction prediction with 1.9M reactions from USPTO patents (1976-2016). (1) Given the reactants [C:1]([O:5][C:6]([N:8]1[CH2:13][CH2:12][CH:11]([C:14]2[CH:19]=[CH:18][C:17]([NH2:20])=[C:16](Br)[N:15]=2)[CH2:10][CH2:9]1)=[O:7])([CH3:4])([CH3:3])[CH3:2].[CH3:22]CO.C([O-])([O-])=O.[Na+].[Na+].[C:31]1([CH3:37])[CH:36]=[CH:35][CH:34]=[CH:33][CH:32]=1, predict the reaction product. The product is: [C:1]([O:5][C:6]([N:8]1[CH2:13][CH2:12][CH:11]([C:14]2[CH:19]=[CH:18][C:17]([NH2:20])=[C:16]([C:34]3[CH2:35][CH2:36][C:31]([CH3:22])([CH3:37])[CH2:32][CH:33]=3)[N:15]=2)[CH2:10][CH2:9]1)=[O:7])([CH3:4])([CH3:3])[CH3:2]. (2) Given the reactants [N:1]1[NH:2][N:3]=[N:4][C:5]=1[CH2:6][NH:7][C:8]([C@@H:10]1[CH2:18][C:17]2[C:12](=[CH:13][CH:14]=[CH:15][CH:16]=2)[N:11]1[C:19](=[O:49])[CH2:20][NH:21][C:22](=[O:48])[C@@H:23]([NH:28][C:29](=[O:47])[C@@H:30]([NH:39]C(OC(C)(C)C)=O)[CH2:31][C:32]([O:34]C(C)(C)C)=[O:33])[C@@H:24]([CH3:27])[CH2:25][CH3:26])=[O:9], predict the reaction product. The product is: [NH2:39][C@H:30]([C:29](=[O:47])[NH:28][C@H:23]([C:22](=[O:48])[NH:21][CH2:20][C:19](=[O:49])[N:11]1[C:12]2[C:17](=[CH:16][CH:15]=[CH:14][CH:13]=2)[CH2:18][C@H:10]1[C:8](=[O:9])[NH:7][CH2:6][C:5]1[N:4]=[N:3][NH:2][N:1]=1)[C@@H:24]([CH3:27])[CH2:25][CH3:26])[CH2:31][C:32]([OH:34])=[O:33]. (3) Given the reactants N[CH2:2][CH2:3][OH:4].CN[CH2:7][CH2:8]O.[CH2:10]([NH:14][CH2:15][CH2:16]O)[CH2:11][CH2:12][CH3:13].N(CCO)[CH2:19][CH2:20]O.N(CCO)(CCO)CCO, predict the reaction product. The product is: [CH2:10]([N:14]1[CH2:15][CH2:16][CH2:2][C:3]1=[O:4])[CH2:11][CH2:12][CH2:13][CH2:19][CH2:20][CH2:7][CH3:8]. (4) Given the reactants C[Al](C)C.[NH2:5][C:6]1[NH:10][N:9]=[C:8]([CH2:11][CH2:12][C:13]2[CH:14]=[C:15]([CH:20]=[CH:21][CH:22]=2)[C:16]([NH:18][CH3:19])=[O:17])[CH:7]=1.[CH3:23][N:24]1[CH2:29][CH2:28][N:27]([C:30]2[CH:39]=[CH:38][C:33]([C:34](OC)=[O:35])=[CH:32][CH:31]=2)[CH2:26][CH2:25]1.Cl, predict the reaction product. The product is: [CH3:19][NH:18][C:16]([C:15]1[CH:14]=[C:13]([CH2:12][CH2:11][C:8]2[CH:7]=[C:6]([NH:5][C:34](=[O:35])[C:33]3[CH:32]=[CH:31][C:30]([N:27]4[CH2:26][CH2:25][N:24]([CH3:23])[CH2:29][CH2:28]4)=[CH:39][CH:38]=3)[NH:10][N:9]=2)[CH:22]=[CH:21][CH:20]=1)=[O:17]. (5) Given the reactants [CH3:1][CH2:2][O:3][C:4]([C:6]1[N:7](C(OC(C)(C)C)=O)[C:8]2[C:13]([CH:14]=1)=[CH:12][C:11]([Cl:15])=[CH:10][C:9]=2[CH2:16]Br)=[O:5].[CH3:25][N:26]1[CH2:31][CH2:30][NH:29][CH2:28][CH2:27]1, predict the reaction product. The product is: [CH2:2]([O:3][C:4]([C:6]1[NH:7][C:8]2[C:13]([CH:14]=1)=[CH:12][C:11]([Cl:15])=[CH:10][C:9]=2[CH2:16][N:29]1[CH2:30][CH2:31][N:26]([CH3:25])[CH2:27][CH2:28]1)=[O:5])[CH3:1]. (6) Given the reactants [OH:1][CH2:2][CH2:3][N:4]([CH3:12])[C:5](=[O:11])[O:6][C:7]([CH3:10])([CH3:9])[CH3:8].[H-].[Na+].[CH2:15](Br)[C:16]1[CH:21]=[CH:20][CH:19]=[CH:18][CH:17]=1, predict the reaction product. The product is: [CH2:15]([O:1][CH2:2][CH2:3][N:4]([CH3:12])[C:5](=[O:11])[O:6][C:7]([CH3:8])([CH3:9])[CH3:10])[C:16]1[CH:21]=[CH:20][CH:19]=[CH:18][CH:17]=1.